The task is: Predict the reaction yield, written as a fraction of the theoretical maximum amount of product (1.0 means a 100% yield; for example, 0.34 means a 34% yield).. This data is from Reaction yield outcomes from USPTO patents with 853,638 reactions. (1) The reactants are [Br-].[CH3:2][C:3]1[CH:8]=[CH:7][C:6]([N+:9]2([CH2:15][C:16]3[CH:21]=[CH:20][CH:19]=[CH:18][CH:17]=3)[CH2:14][CH2:13][CH2:12][CH2:11][CH2:10]2)=[CH:5][CH:4]=1.[C:22]1([CH3:32])[CH:27]=[CH:26][C:25]([S:28]([O-:31])(=[O:30])=[O:29])=[CH:24][CH:23]=1.[Na+]. The catalyst is O. The product is [S:28]([C:25]1[CH:26]=[CH:27][C:22]([CH3:32])=[CH:23][CH:24]=1)([O-:31])(=[O:30])=[O:29].[CH3:2][C:3]1[CH:4]=[CH:5][C:6]([N+:9]2([CH2:15][C:16]3[CH:17]=[CH:18][CH:19]=[CH:20][CH:21]=3)[CH2:10][CH2:11][CH2:12][CH2:13][CH2:14]2)=[CH:7][CH:8]=1. The yield is 0.920. (2) The yield is 0.340. The catalyst is CN(C)C=O. The product is [CH2:37]([O:22][C:19]1[CH:18]=[CH:17][C:16]([C:14]2[N:15]=[C:8]3[C:7]([NH:6][CH:1]4[CH2:5][CH2:4][CH2:3][CH2:2]4)=[CH:12][CH:11]=[CH:10][N:9]3[C:13]=2[C:23]2[CH:28]=[CH:27][N:26]=[C:25]([NH:29][CH:30]3[CH2:34][CH2:33][CH2:32][CH2:31]3)[N:24]=2)=[CH:21][CH:20]=1)[CH:36]=[CH2:35]. The reactants are [CH:1]1([NH:6][C:7]2[C:8]3[N:9]([C:13]([C:23]4[CH:28]=[CH:27][N:26]=[C:25]([NH:29][CH:30]5[CH2:34][CH2:33][CH2:32][CH2:31]5)[N:24]=4)=[C:14]([C:16]4[CH:21]=[CH:20][C:19]([OH:22])=[CH:18][CH:17]=4)[N:15]=3)[CH:10]=[CH:11][CH:12]=2)[CH2:5][CH2:4][CH2:3][CH2:2]1.[CH2:35](Br)[CH:36]=[CH2:37].C(=O)([O-])[O-].[Cs+].[Cs+].O.